From a dataset of Forward reaction prediction with 1.9M reactions from USPTO patents (1976-2016). Predict the product of the given reaction. Given the reactants [OH:1][CH2:2][CH:3]1[NH:8][CH2:7][CH2:6][N:5]([C:9]([O:11][C:12]([CH3:15])([CH3:14])[CH3:13])=[O:10])[CH2:4]1.[CH3:16][C:17]1[CH:18]=[C:19]([N:23]=[C:24]=[O:25])[CH:20]=[CH:21][CH:22]=1, predict the reaction product. The product is: [OH:1][CH2:2][CH:3]1[N:8]([C:24](=[O:25])[NH:23][C:19]2[CH:20]=[CH:21][CH:22]=[C:17]([CH3:16])[CH:18]=2)[CH2:7][CH2:6][N:5]([C:9]([O:11][C:12]([CH3:15])([CH3:14])[CH3:13])=[O:10])[CH2:4]1.